From a dataset of Peptide-MHC class I binding affinity with 185,985 pairs from IEDB/IMGT. Regression. Given a peptide amino acid sequence and an MHC pseudo amino acid sequence, predict their binding affinity value. This is MHC class I binding data. (1) The peptide sequence is VGHMMVIFR. The MHC is HLA-A11:01 with pseudo-sequence HLA-A11:01. The binding affinity (normalized) is 0.512. (2) The peptide sequence is GLRQQLEDI. The MHC is HLA-A02:01 with pseudo-sequence HLA-A02:01. The binding affinity (normalized) is 0.554. (3) The peptide sequence is VDSQYVMGI. The MHC is H-2-Kk with pseudo-sequence H-2-Kk. The binding affinity (normalized) is 0.351. (4) The peptide sequence is SVFALLPPQ. The MHC is HLA-B46:01 with pseudo-sequence HLA-B46:01. The binding affinity (normalized) is 0.0847.